Dataset: Forward reaction prediction with 1.9M reactions from USPTO patents (1976-2016). Task: Predict the product of the given reaction. Given the reactants [NH2:1][CH:2]([C:7]([OH:9])=[O:8])[CH2:3][CH:4]([CH3:6])[CH3:5].Cl.[CH2:11](O)[CH3:12], predict the reaction product. The product is: [CH2:11]([O:8][C:7](=[O:9])[C@H:2]([CH2:3][CH:4]([CH3:6])[CH3:5])[NH2:1])[CH3:12].